This data is from Forward reaction prediction with 1.9M reactions from USPTO patents (1976-2016). The task is: Predict the product of the given reaction. (1) Given the reactants ClCCl.[C:4](=O)([O:32]C1C=CC([N+]([O-])=O)=CC=1)[O:5][CH2:6][C:7]1[C:8]([CH2:23][C:24]2[CH:29]=[C:28]([F:30])[CH:27]=[CH:26][C:25]=2[F:31])=[N:9][C:10]([S:13]([C:16]2[CH:21]=[CH:20][C:19]([Cl:22])=[CH:18][CH:17]=2)(=[O:15])=[O:14])=[CH:11][CH:12]=1.CN1CCOCC1.[CH2:50]([NH2:57])[C:51]1[CH:56]=[CH:55][CH:54]=[CH:53][CH:52]=1, predict the reaction product. The product is: [CH2:50]([NH:57][C:4](=[O:32])[O:5][CH2:6][C:7]1[C:8]([CH2:23][C:24]2[CH:29]=[C:28]([F:30])[CH:27]=[CH:26][C:25]=2[F:31])=[N:9][C:10]([S:13]([C:16]2[CH:21]=[CH:20][C:19]([Cl:22])=[CH:18][CH:17]=2)(=[O:14])=[O:15])=[CH:11][CH:12]=1)[C:51]1[CH:56]=[CH:55][CH:54]=[CH:53][CH:52]=1. (2) The product is: [OH:26][C:23]([CH3:25])([CH3:24])[CH2:22][C@@:13]1([C:16]2[CH:21]=[CH:20][CH:19]=[CH:18][CH:17]=2)[O:12][C:11](=[O:27])[N:10]([C@H:8]([C:5]2[CH:6]=[CH:7][C:2]([C:38]#[C:37][C:29]([CH3:28])([CH3:39])[C:30]([O:32][CH2:33][CH2:34][CH2:35][CH3:36])=[O:31])=[CH:3][CH:4]=2)[CH3:9])[CH2:15][CH2:14]1. Given the reactants Br[C:2]1[CH:7]=[CH:6][C:5]([C@@H:8]([N:10]2[CH2:15][CH2:14][C@:13]([CH2:22][C:23]([OH:26])([CH3:25])[CH3:24])([C:16]3[CH:21]=[CH:20][CH:19]=[CH:18][CH:17]=3)[O:12][C:11]2=[O:27])[CH3:9])=[CH:4][CH:3]=1.[CH3:28][C:29]([CH3:39])([C:37]#[CH:38])[C:30]([O:32][CH2:33][CH2:34][CH2:35][CH3:36])=[O:31].N(CC)CC, predict the reaction product.